From a dataset of Forward reaction prediction with 1.9M reactions from USPTO patents (1976-2016). Predict the product of the given reaction. (1) The product is: [Cl:39][C:40]1[C:41]([CH3:50])=[C:42]([S:46]([NH:7][C@H:8]2[CH2:12][CH2:11][N:10]([C:13]([C:15]3([C:18]4[CH:23]=[CH:22][C:21]([Cl:24])=[CH:20][CH:19]=4)[CH2:16][CH2:17]3)=[O:14])[CH2:9]2)(=[O:48])=[O:47])[CH:43]=[CH:44][CH:45]=1. Given the reactants C(OC(=O)[NH:7][C@H:8]1[CH2:12][CH2:11][N:10]([C:13]([C:15]2([C:18]3[CH:23]=[CH:22][C:21]([Cl:24])=[CH:20][CH:19]=3)[CH2:17][CH2:16]2)=[O:14])[CH2:9]1)(C)(C)C.Cl.C(#N)C.C(N(CC)C(C)C)(C)C.[Cl:39][C:40]1[C:41]([CH3:50])=[C:42]([S:46](Cl)(=[O:48])=[O:47])[CH:43]=[CH:44][CH:45]=1.C(O)(C(F)(F)F)=O, predict the reaction product. (2) Given the reactants Cl[C:2]1[CH:7]=[C:6]([CH3:8])[CH:5]=[C:4]([CH3:9])[N:3]=1.[NH:10]1[CH2:15][CH2:14][NH:13][CH2:12][CH2:11]1.[Cl-].[Na+], predict the reaction product. The product is: [CH3:8][C:6]1[CH:5]=[C:4]([CH3:9])[N:3]=[C:2]([N:10]2[CH2:15][CH2:14][NH:13][CH2:12][CH2:11]2)[CH:7]=1.